This data is from Catalyst prediction with 721,799 reactions and 888 catalyst types from USPTO. The task is: Predict which catalyst facilitates the given reaction. (1) Reactant: [NH2:1][C:2]1[CH:7]=[C:6]([C:8]([F:11])([F:10])[F:9])[CH:5]=[CH:4][C:3]=1[OH:12].O.C(=O)([O-])O.[Na+].[Cl:19][CH2:20][C:21](Cl)=[O:22]. Product: [Cl:19][CH2:20][C:21]([NH:1][C:2]1[CH:7]=[C:6]([C:8]([F:9])([F:10])[F:11])[CH:5]=[CH:4][C:3]=1[OH:12])=[O:22]. The catalyst class is: 13. (2) Reactant: [CH3:1][N:2]1[CH2:8][CH2:7][CH2:6][N:5]([C:9]2[N:14]=[C:13]([C:15]([N:17]3[CH2:21][CH2:20][C@@H:19]([O:22][C:23]4[CH:28]=[CH:27][CH:26]=[CH:25][C:24]=4[CH3:29])[CH2:18]3)=[O:16])[CH:12]=[CH:11][CH:10]=2)[CH2:4][CH2:3]1.[ClH:30]. Product: [ClH:30].[CH3:1][N:2]1[CH2:8][CH2:7][CH2:6][N:5]([C:9]2[N:14]=[C:13]([C:15]([N:17]3[CH2:21][CH2:20][C@@H:19]([O:22][C:23]4[CH:28]=[CH:27][CH:26]=[CH:25][C:24]=4[CH3:29])[CH2:18]3)=[O:16])[CH:12]=[CH:11][CH:10]=2)[CH2:4][CH2:3]1. The catalyst class is: 2.